Predict the product of the given reaction. From a dataset of Forward reaction prediction with 1.9M reactions from USPTO patents (1976-2016). Given the reactants [C:1]([N:5]1[C:9]([C:10]2[CH:15]=[CH:14][C:13]([F:16])=[CH:12][CH:11]=2)=[C:8]([C:17]2[S:18][CH:19]=[C:20]([CH2:22][C:23]([OH:25])=O)[N:21]=2)[CH:7]=[N:6]1)([CH3:4])([CH3:3])[CH3:2].[O:26]1[CH2:31][CH2:30][CH:29]([CH2:32][CH2:33][NH2:34])[CH2:28][CH2:27]1, predict the reaction product. The product is: [C:1]([N:5]1[C:9]([C:10]2[CH:15]=[CH:14][C:13]([F:16])=[CH:12][CH:11]=2)=[C:8]([C:17]2[S:18][CH:19]=[C:20]([CH2:22][C:23]([NH:34][CH2:33][CH2:32][CH:29]3[CH2:30][CH2:31][O:26][CH2:27][CH2:28]3)=[O:25])[N:21]=2)[CH:7]=[N:6]1)([CH3:3])([CH3:2])[CH3:4].